Task: Predict which catalyst facilitates the given reaction.. Dataset: Catalyst prediction with 721,799 reactions and 888 catalyst types from USPTO (1) Reactant: [Cl:1][C:2]1[C:11]([O:12][CH2:13][C:14]2[CH:19]=[CH:18][C:17]([O:20][CH3:21])=[CH:16][CH:15]=2)=[C:10]([O:22][CH2:23][C:24]2[CH:29]=[CH:28][C:27]([O:30][CH3:31])=[CH:26][CH:25]=2)[CH:9]=[C:8]2[C:3]=1[C:4](=[O:46])[C:5]([C:34]([O:36]CC1C=CC(OC)=CC=1)=[O:35])=[N:6][N:7]2[CH2:32][CH3:33].[OH-].[K+]. Product: [Cl:1][C:2]1[C:11]([O:12][CH2:13][C:14]2[CH:19]=[CH:18][C:17]([O:20][CH3:21])=[CH:16][CH:15]=2)=[C:10]([O:22][CH2:23][C:24]2[CH:29]=[CH:28][C:27]([O:30][CH3:31])=[CH:26][CH:25]=2)[CH:9]=[C:8]2[C:3]=1[C:4](=[O:46])[C:5]([C:34]([OH:36])=[O:35])=[N:6][N:7]2[CH2:32][CH3:33]. The catalyst class is: 24. (2) Reactant: [F:1][C:2]1[CH:7]=[C:6]([F:8])[CH:5]=[CH:4][C:3]=1[S:9](Cl)(=[O:11])=[O:10].[NH2:13][C:14]1[C:23]([C:24]([O:26][CH3:27])=[O:25])=[C:22]2[C:17]([CH:18]3[CH2:28][CH:19]3[CH2:20][O:21]2)=[CH:16][CH:15]=1. Product: [F:1][C:2]1[CH:7]=[C:6]([F:8])[CH:5]=[CH:4][C:3]=1[S:9]([NH:13][C:14]1[C:23]([C:24]([O:26][CH3:27])=[O:25])=[C:22]2[C:17]([CH:18]3[CH2:28][CH:19]3[CH2:20][O:21]2)=[CH:16][CH:15]=1)(=[O:11])=[O:10]. The catalyst class is: 298. (3) Reactant: [C:1]1([CH2:11][C:12]#[N:13])([CH2:8][C:9]#[N:10])[CH2:4][C:3](=[CH:5][C:6]#[N:7])[CH2:2]1.[NH:14]1[CH:18]=[C:17]([C:19]2[C:20]3[CH:27]=[CH:26][N:25]([CH2:28][O:29][CH2:30][CH2:31][Si:32]([CH3:35])([CH3:34])[CH3:33])[C:21]=3[N:22]=[CH:23][N:24]=2)[CH:16]=[N:15]1.N12CCCN=C1CCCCC2. Product: [CH3:33][Si:32]([CH3:35])([CH3:34])[CH2:31][CH2:30][O:29][CH2:28][N:25]1[C:21]2[N:22]=[CH:23][N:24]=[C:19]([C:17]3[CH:16]=[N:15][N:14]([C:3]4([CH2:5][C:6]#[N:7])[CH2:2][C:1]([CH2:8][C:9]#[N:10])([CH2:11][C:12]#[N:13])[CH2:4]4)[CH:18]=3)[C:20]=2[CH:27]=[CH:26]1. The catalyst class is: 10. (4) Reactant: [OH:1][CH2:2][C@H:3]1[C@H:8]([NH:9][C:10](=[O:16])[O:11][C:12]([CH3:15])([CH3:14])[CH3:13])[CH2:7][CH2:6][O:5][CH2:4]1.[CH:17]1([C:20]2[CH:25]=[CH:24][C:23](O)=[CH:22][CH:21]=2)[CH2:19][CH2:18]1.C1CCN(C(N=NC(N2CCCCC2)=O)=O)CC1.P(CCCC)(CCCC)CCCC. Product: [CH:17]1([C:20]2[CH:25]=[CH:24][C:23]([O:1][CH2:2][C@H:3]3[C@H:8]([NH:9][C:10](=[O:16])[O:11][C:12]([CH3:13])([CH3:15])[CH3:14])[CH2:7][CH2:6][O:5][CH2:4]3)=[CH:22][CH:21]=2)[CH2:19][CH2:18]1. The catalyst class is: 11. (5) The catalyst class is: 53. Product: [Br:1][C:2]1[S:6][C:5]([C:7]2[CH:12]=[CH:11][CH:10]=[CH:9][CH:8]=2)=[N:4][C:3]=1[CH2:13][Br:21]. Reactant: [Br:1][C:2]1[S:6][C:5]([C:7]2[CH:12]=[CH:11][CH:10]=[CH:9][CH:8]=2)=[N:4][C:3]=1[CH3:13].C1C(=O)N([Br:21])C(=O)C1.CC(N=NC(C#N)(C)C)(C#N)C. (6) The catalyst class is: 7. Product: [F:1][C:2]1[C:7]([C:8]([F:10])([F:9])[F:11])=[CH:6][CH:5]=[CH:4][C:3]=1[C:12](=[N:19][O:20][CH2:21][C:22]1[N:27]=[C:26]([NH2:28])[CH:25]=[CH:24][CH:23]=1)[C:13]1[N:17]([CH3:18])[N:16]=[N:15][N:14]=1. Reactant: [F:1][C:2]1[C:7]([C:8]([F:11])([F:10])[F:9])=[CH:6][CH:5]=[CH:4][C:3]=1[C:12](=[N:19][O:20][CH2:21][C:22]1[N:27]=[C:26]([N:28]2C(=O)C3C(=CC=CC=3)C2=O)[CH:25]=[CH:24][CH:23]=1)[C:13]1[N:17]([CH3:18])[N:16]=[N:15][N:14]=1.O.NN.